This data is from Reaction yield outcomes from USPTO patents with 853,638 reactions. The task is: Predict the reaction yield, written as a fraction of the theoretical maximum amount of product (1.0 means a 100% yield; for example, 0.34 means a 34% yield). The reactants are [F:1][C:2]1[CH:3]=[C:4]([NH:10][C:11]2[C:16]([C:17]3[N:22]=[C:21]([CH3:23])[N:20]=[C:19]([N:24](CC4C=CC(OC)=CC=4)CC4C=CC(OC)=CC=4)[N:18]=3)=[CH:15][CH:14]=[CH:13][N:12]=2)[CH:5]=[CH:6][C:7]=1[O:8][CH3:9]. The catalyst is C(O)(C(F)(F)F)=O. The product is [F:1][C:2]1[CH:3]=[C:4]([NH:10][C:11]2[C:16]([C:17]3[N:22]=[C:21]([CH3:23])[N:20]=[C:19]([NH2:24])[N:18]=3)=[CH:15][CH:14]=[CH:13][N:12]=2)[CH:5]=[CH:6][C:7]=1[O:8][CH3:9]. The yield is 0.0457.